Dataset: Reaction yield outcomes from USPTO patents with 853,638 reactions. Task: Predict the reaction yield, written as a fraction of the theoretical maximum amount of product (1.0 means a 100% yield; for example, 0.34 means a 34% yield). (1) The reactants are Cl[C:2](=[O:8])[C:3]([O:5][CH2:6][CH3:7])=[O:4].[NH2:9][C:10]1[N:15]=[C:14]([NH:16][C:17]2[CH:22]=[CH:21][CH:20]=[C:19]([F:23])[CH:18]=2)[N:13]=[C:12]([C:24](=[NH:27])[NH:25]O)[N:11]=1.C1(C)C=CC=CC=1.Cl. The yield is 0.170. The catalyst is N1C=CC=CC=1.C(Cl)Cl. The product is [NH2:9][C:10]1[N:15]=[C:14]([NH:16][C:17]2[CH:22]=[CH:21][CH:20]=[C:19]([F:23])[CH:18]=2)[N:13]=[C:12]([C:24]2[N:27]=[C:2]([C:3]([O:5][CH2:6][CH3:7])=[O:4])[O:8][N:25]=2)[N:11]=1. (2) The reactants are [C:1]([OH:6])(=[O:5])/[CH:2]=[CH:3]/[CH3:4].C(=O)([O-])[O-].[K+].[K+].[CH2:13](Br)[C:14]1[CH:19]=[CH:18][CH:17]=[CH:16][CH:15]=1.C(OCC)(=O)C. The catalyst is CN(C)C=O. The product is [C:1]([O:6][CH2:13][C:14]1[CH:19]=[CH:18][CH:17]=[CH:16][CH:15]=1)(=[O:5])/[CH:2]=[CH:3]/[CH3:4]. The yield is 0.994.